Dataset: Forward reaction prediction with 1.9M reactions from USPTO patents (1976-2016). Task: Predict the product of the given reaction. (1) Given the reactants [ClH:1].[CH2:2]([N:4]1[CH2:9][CH2:8][CH:7]([CH2:10][CH2:11][O:12][C:13]2[CH:18]=[CH:17][C:16]([C:19]3[C:20]4[CH:29]=[CH:28][N:27]([CH2:30][CH2:31][O:32][CH3:33])[C:21]=4[N:22]=[C:23]([C:25]#[N:26])[N:24]=3)=[CH:15][C:14]=2[C:34]([F:37])([F:36])[F:35])[CH2:6][CH2:5]1)[CH3:3], predict the reaction product. The product is: [ClH:1].[CH2:2]([N:4]1[CH2:9][CH2:8][CH:7]([CH2:10][CH2:11][O:12][C:13]2[CH:18]=[CH:17][C:16]([C:19]3[C:20]4[CH:29]=[CH:28][N:27]([CH2:30][CH2:31][O:32][CH3:33])[C:21]=4[N:22]=[C:23]([C:25]#[N:26])[N:24]=3)=[CH:15][C:14]=2[C:34]([F:36])([F:37])[F:35])[CH2:6][CH2:5]1)[CH3:3]. (2) Given the reactants [CH3:1][CH:2]1[CH2:9][C@H:8]2[C@H:4]([CH2:5][NH:6][C@@H:7]2[CH2:10][NH:11][C:12]([C:14]2[N:21]3[C:17]([S:18][CH:19]=[CH:20]3)=[N:16][C:15]=2[CH3:22])=[O:13])[CH2:3]1.[NH2:23][C:24]1[S:25][C:26]([C:32]2[CH:37]=[CH:36][CH:35]=[C:34]([CH3:38])[CH:33]=2)=[C:27]([C:29](O)=[O:30])[N:28]=1, predict the reaction product. The product is: [CH3:1][CH:2]1[CH2:9][C@H:8]2[C@H:4]([CH2:5][N:6]([C:29]([C:27]3[N:28]=[C:24]([NH2:23])[S:25][C:26]=3[C:32]3[CH:37]=[CH:36][CH:35]=[C:34]([CH3:38])[CH:33]=3)=[O:30])[C@@H:7]2[CH2:10][NH:11][C:12]([C:14]2[N:21]3[C:17]([S:18][CH:19]=[CH:20]3)=[N:16][C:15]=2[CH3:22])=[O:13])[CH2:3]1. (3) Given the reactants [C:1]([O:6][CH2:7][CH:8]1[O:10][CH2:9]1)(=[O:5])[C:2]([CH3:4])=[CH2:3].[OH:11][C:12]1[CH:19]=[CH:18][C:15]([CH:16]=[O:17])=[CH:14][CH:13]=1.[NH4+].N(N(C1C=CC=CC=1)O)=O.C(=O)([O-])[O-].[Na+].[Na+], predict the reaction product. The product is: [C:1]([O:6][CH2:7][CH:8]([OH:10])[CH2:9][O:11][C:12]1[CH:19]=[CH:18][C:15]([CH:16]=[O:17])=[CH:14][CH:13]=1)(=[O:5])[C:2]([CH3:4])=[CH2:3]. (4) The product is: [Cl:1][C:2]1[CH:3]=[C:4]([N:5]=[N+:21]=[N-:22])[CH:6]=[CH:7][C:8]=1[F:9]. Given the reactants [Cl:1][C:2]1[CH:3]=[C:4]([CH:6]=[CH:7][C:8]=1[F:9])[NH2:5].N(OC(C)(C)C)=O.C[Si]([N:21]=[N+:22]=[N-])(C)C, predict the reaction product. (5) Given the reactants [Cl:1][C:2]1[CH:3]=[CH:4][C:5]([O:15][CH2:16][C:17]2[C:22]([F:23])=[CH:21][CH:20]=[CH:19][C:18]=2[F:24])=[C:6]([C:8](=O)[CH2:9][CH2:10][C:11](=O)[CH3:12])[CH:7]=1.[NH2:25][C:26]1[CH:27]=[C:28]([CH:32]=[C:33]([NH:35][C:36](=[O:38])[CH3:37])[CH:34]=1)[C:29]([OH:31])=[O:30].CC1C=CC(S(O)(=O)=O)=CC=1, predict the reaction product. The product is: [Cl:1][C:2]1[CH:3]=[CH:4][C:5]([O:15][CH2:16][C:17]2[C:22]([F:23])=[CH:21][CH:20]=[CH:19][C:18]=2[F:24])=[C:6]([C:8]2[N:25]([C:26]3[CH:27]=[C:28]([CH:32]=[C:33]([NH:35][C:36](=[O:38])[CH3:37])[CH:34]=3)[C:29]([OH:31])=[O:30])[C:11]([CH3:12])=[CH:10][CH:9]=2)[CH:7]=1.